This data is from Catalyst prediction with 721,799 reactions and 888 catalyst types from USPTO. The task is: Predict which catalyst facilitates the given reaction. (1) Reactant: [Br:1][C:2]1[CH:3]=[CH:4][C:5]([F:29])=[C:6]([C@:8]([NH:22][S@@:23]([C:25]([CH3:28])([CH3:27])[CH3:26])=[O:24])([CH3:21])[CH2:9][C:10]2([O:13][Si](C(C)(C)C)(C)C)[CH2:12][CH2:11]2)[CH:7]=1.[F-].C([N+](CCCC)(CCCC)CCCC)CCC. Product: [Br:1][C:2]1[CH:3]=[CH:4][C:5]([F:29])=[C:6]([C@:8]([NH:22][S@@:23]([C:25]([CH3:28])([CH3:27])[CH3:26])=[O:24])([CH3:21])[CH2:9][C:10]2([OH:13])[CH2:12][CH2:11]2)[CH:7]=1. The catalyst class is: 49. (2) Reactant: [Cl:1][C:2]1[C:3]([NH:33][C:34]2[CH:38]=[C:37]([CH3:39])[NH:36][N:35]=2)=[N:4][C:5]([NH:8][C:9]2[C:14]([CH3:15])=[CH:13][C:12]([CH:16]3[CH2:21][CH2:20][N:19](CC4C=CC(OC)=CC=4)[C:18](=[O:31])[CH2:17]3)=[C:11]([CH3:32])[CH:10]=2)=[N:6][CH:7]=1. Product: [Cl:1][C:2]1[C:3]([NH:33][C:34]2[CH:38]=[C:37]([CH3:39])[NH:36][N:35]=2)=[N:4][C:5]([NH:8][C:9]2[C:14]([CH3:15])=[CH:13][C:12]([CH:16]3[CH2:21][CH2:20][NH:19][C:18](=[O:31])[CH2:17]3)=[C:11]([CH3:32])[CH:10]=2)=[N:6][CH:7]=1. The catalyst class is: 67. (3) Reactant: [BH4-].[Na+].[CH2:3]([N:10]1[CH2:15][CH2:14][C:13](=[O:16])[C:12]([CH2:19][CH3:20])([CH2:17][CH3:18])[CH2:11]1)[C:4]1[CH:9]=[CH:8][CH:7]=[CH:6][CH:5]=1. Product: [CH2:3]([N:10]1[CH2:15][CH2:14][CH:13]([OH:16])[C:12]([CH2:19][CH3:20])([CH2:17][CH3:18])[CH2:11]1)[C:4]1[CH:5]=[CH:6][CH:7]=[CH:8][CH:9]=1. The catalyst class is: 5. (4) Reactant: [N:1]1[C:10]2[C:5](=[CH:6][CH:7]=[CH:8][C:9]=2[O:11][C@@H:12]([CH3:17])[C:13]([O:15]C)=O)[CH:4]=[CH:3][CH:2]=1.[NH2:18][CH2:19][C@H:20]([OH:32])[CH2:21][N:22]1[CH2:31][CH2:30][C:29]2[C:24](=[CH:25][CH:26]=[CH:27][CH:28]=2)[CH2:23]1. Product: [CH2:23]1[C:24]2[C:29](=[CH:28][CH:27]=[CH:26][CH:25]=2)[CH2:30][CH2:31][N:22]1[CH2:21][C@@H:20]([OH:32])[CH2:19][NH:18][C:13](=[O:15])[C@@H:12]([O:11][C:9]1[CH:8]=[CH:7][CH:6]=[C:5]2[C:10]=1[N:1]=[CH:2][CH:3]=[CH:4]2)[CH3:17]. The catalyst class is: 14. (5) Reactant: [CH3:1][C:2]1[O:6][C:5]([C:7]2[CH:16]=[C:15]([C:17]([OH:19])=O)[C:14]3[C:9](=[CH:10][CH:11]=[CH:12][CH:13]=3)[N:8]=2)=[CH:4][CH:3]=1.CCN=C=NCCCN(C)C.Cl.C1C=C2N=NN(O)C2=CC=1.O.CN1CCOCC1.[CH3:50][N:51]([CH3:55])[CH2:52][CH2:53][NH2:54].[NH4+].[Cl-]. Product: [CH3:50][N:51]([CH3:55])[CH2:52][CH2:53][NH:54][C:17]([C:15]1[C:14]2[C:9](=[CH:10][CH:11]=[CH:12][CH:13]=2)[N:8]=[C:7]([C:5]2[O:6][C:2]([CH3:1])=[CH:3][CH:4]=2)[CH:16]=1)=[O:19]. The catalyst class is: 303. (6) Reactant: [Br:1][C:2]1[CH:7]=[CH:6][C:5]([F:8])=[C:4]([F:9])[C:3]=1[F:10].C([N-]C(C)C)(C)C.[Li+].[C:19](=[O:21])=[O:20]. Product: [Br:1][C:2]1[C:3]([F:10])=[C:4]([F:9])[C:5]([F:8])=[C:6]([CH:7]=1)[C:19]([OH:21])=[O:20]. The catalyst class is: 1. (7) Product: [C:10]1([C:9]2[NH:1][C:2]3[C:7]([CH:8]=2)=[CH:6][CH:5]=[CH:4][N:3]=3)[CH:15]=[CH:14][CH:13]=[CH:12][CH:11]=1.[C:9]([NH:1][C:2]1[C:7]([CH3:8])=[CH:6][CH:5]=[CH:4][N:3]=1)(=[O:16])[C:10]1[CH:15]=[CH:14][CH:13]=[CH:12][CH:11]=1. Reactant: [NH2:1][C:2]1[C:7]([CH3:8])=[CH:6][CH:5]=[CH:4][N:3]=1.[C:9](Cl)(=[O:16])[C:10]1[CH:15]=[CH:14][CH:13]=[CH:12][CH:11]=1.N1C=CC=CC=1. The catalyst class is: 22. (8) Reactant: [CH3:1][O:2][C:3]1[CH:18]=[CH:17][CH:16]=[CH:15][C:4]=1[CH2:5][CH:6]1[C:11]([CH3:13])([CH3:12])[CH:10](O)[CH2:9][CH2:8][NH:7]1.[OH-].[Na+]. Product: [CH3:1][O:2][C:3]1[C:4]2[CH2:5][CH:6]3[C:11]([CH3:13])([CH3:12])[CH:10]([C:15]=2[CH:16]=[CH:17][CH:18]=1)[CH2:9][CH2:8][NH:7]3. The catalyst class is: 6. (9) Reactant: [Br:1][C:2]1[CH:3]=[CH:4][C:5]2[C:6](=[O:19])[C:7](=[O:18])[C:8]3[C:13]([C:14]=2[CH:15]=1)=[CH:12][C:11]([O:16]C)=[CH:10][CH:9]=3.B(Br)(Br)Br. Product: [Br:1][C:2]1[CH:3]=[CH:4][C:5]2[C:6](=[O:19])[C:7](=[O:18])[C:8]3[C:13]([C:14]=2[CH:15]=1)=[CH:12][C:11]([OH:16])=[CH:10][CH:9]=3. The catalyst class is: 2. (10) Reactant: [Cl:1][C:2]1[N:10](CC=C)[C:9]2[C:8](=[O:14])[N:7]([CH2:15][CH2:16][CH2:17][C:18]3[CH:19]=[N:20][NH:21][CH:22]=3)[C:6](=[O:23])[N:5]([CH2:24][CH2:25][CH2:26][CH2:27][CH3:28])[C:4]=2[N:3]=1.C(=O)([O-])[O-].[Na+].[Na+].[F:35][C:36]1[CH:43]=[C:42]([F:44])[CH:41]=[CH:40][C:37]=1[CH2:38]Br.N1CCOCC1. Product: [Cl:1][C:2]1[NH:10][C:9]2[C:8](=[O:14])[N:7]([CH2:15][CH2:16][CH2:17][C:18]3[CH:22]=[N:21][N:20]([CH2:38][C:37]4[CH:40]=[CH:41][C:42]([F:44])=[CH:43][C:36]=4[F:35])[CH:19]=3)[C:6](=[O:23])[N:5]([CH2:24][CH2:25][CH2:26][CH2:27][CH3:28])[C:4]=2[N:3]=1. The catalyst class is: 128.